Predict the product of the given reaction. From a dataset of Forward reaction prediction with 1.9M reactions from USPTO patents (1976-2016). (1) Given the reactants [CH3:1][O:2][C:3]1[CH:8]=[CH:7][C:6]([C:9]2[NH:13][N:12]=[C:11]([NH:14][C:15](=[O:21])[CH2:16][CH2:17][CH2:18][CH2:19]Br)[CH:10]=2)=[CH:5][CH:4]=1.C(=O)([O-])[O-].[K+].[K+].[I-].[K+].[C:30]([N:33]1[CH2:39][CH2:38][CH2:37][NH:36][CH2:35][CH2:34]1)(=[O:32])[CH3:31].IC1C=CNN=1, predict the reaction product. The product is: [C:30]([N:33]1[CH2:39][CH2:38][CH2:37][N:36]([CH2:19][CH2:18][CH2:17][CH2:16][C:15]([NH:14][C:11]2[CH:10]=[C:9]([C:6]3[CH:7]=[CH:8][C:3]([O:2][CH3:1])=[CH:4][CH:5]=3)[NH:13][N:12]=2)=[O:21])[CH2:35][CH2:34]1)(=[O:32])[CH3:31]. (2) Given the reactants O=[C:2]1[CH2:7][CH2:6][CH:5]([CH2:8][C:9]([O:11][CH2:12][CH3:13])=[O:10])[CH2:4][CH2:3]1.[NH:14]1[CH2:17][CH:16]([NH:18][C:19](=[O:36])[CH2:20][NH:21][C:22]2[C:31]3[C:26](=[CH:27][CH:28]=[C:29]([C:32]([F:35])([F:34])[F:33])[CH:30]=3)[N:25]=[CH:24][N:23]=2)[CH2:15]1.[BH-](OC(C)=O)(OC(C)=O)OC(C)=O.[Na+], predict the reaction product. The product is: [F:35][C:32]([F:33])([F:34])[C:29]1[CH:30]=[C:31]2[C:26](=[CH:27][CH:28]=1)[N:25]=[CH:24][N:23]=[C:22]2[NH:21][CH2:20][C:19]([NH:18][CH:16]1[CH2:17][N:14]([CH:2]2[CH2:7][CH2:6][CH:5]([CH2:8][C:9]([O:11][CH2:12][CH3:13])=[O:10])[CH2:4][CH2:3]2)[CH2:15]1)=[O:36].